Dataset: Full USPTO retrosynthesis dataset with 1.9M reactions from patents (1976-2016). Task: Predict the reactants needed to synthesize the given product. (1) Given the product [Cl:1][C:2]1[CH:3]=[CH:4][C:5]([CH2:6][NH:7][C:8](=[O:31])[CH2:9][C@@H:10]2[CH2:21][CH2:20][CH2:19][CH2:18][C@H:17]([CH3:22])[C:16](=[O:23])[O:15][C@H:14]([C:24]3[CH:25]=[CH:26][CH:27]=[CH:28][CH:29]=3)[CH2:13][NH:12][C:11]2=[O:30])=[CH:32][CH:33]=1, predict the reactants needed to synthesize it. The reactants are: [Cl:1][C:2]1[CH:33]=[CH:32][C:5]([CH2:6][NH:7][C:8](=[O:31])[CH2:9][C@@H:10]2[CH2:21][CH:20]=[CH:19][CH2:18][C@H:17]([CH3:22])[C:16](=[O:23])[O:15][C@H:14]([C:24]3[CH:29]=[CH:28][CH:27]=[CH:26][CH:25]=3)[CH2:13][NH:12][C:11]2=[O:30])=[CH:4][CH:3]=1.CC1C=CC(S(NN)(=O)=O)=CC=1.COCCOC.C([O-])(=O)C.[Na+]. (2) Given the product [Br:1][C:2]1[N:3]=[CH:4][C:5]([CH2:6][N:14]2[CH2:15][CH2:16][C:11]([CH3:10])([OH:17])[CH2:12][CH2:13]2)=[CH:8][CH:9]=1, predict the reactants needed to synthesize it. The reactants are: [Br:1][C:2]1[CH:9]=[CH:8][C:5]([CH:6]=O)=[CH:4][N:3]=1.[CH3:10][C:11]1([OH:17])[CH2:16][CH2:15][NH:14][CH2:13][CH2:12]1.C(O[BH-](OC(=O)C)OC(=O)C)(=O)C.[Na+].C(=O)([O-])O.[Na+]. (3) Given the product [F:1][C:2]1([F:25])[CH2:7][CH2:6][CH:5]([CH2:9][NH:10][C:11]([C:13]2[C:14]3[CH:15]=[CH:16][C:17]([N:39]4[CH2:40][CH:36]([F:35])[CH2:37][CH:38]4[CH2:41][OH:42])=[N:18][C:19]=3[CH:20]=[CH:21][C:22]=2[Cl:23])=[O:12])[CH2:4][CH2:3]1, predict the reactants needed to synthesize it. The reactants are: [F:1][C:2]1([F:25])[CH2:7][CH2:6][C:5]([CH2:9][NH:10][C:11]([C:13]2[C:14]3[CH:15]=[CH:16][C:17](Cl)=[N:18][C:19]=3[CH:20]=[CH:21][C:22]=2[Cl:23])=[O:12])(O)[CH2:4][CH2:3]1.CCN(C(C)C)C(C)C.[F:35][CH:36]1[CH2:40][NH:39][CH:38]([CH2:41][OH:42])[CH2:37]1. (4) The reactants are: C([O:5][C:6](=[O:36])[CH2:7][N:8]1[C:16]2[C:11](=[CH:12][CH:13]=[C:14]([O:17][C@@H:18]([C:20]3[S:24][C:23]([C:25]4[CH:30]=[CH:29][C:28]([C:31]([F:34])([F:33])[F:32])=[CH:27][CH:26]=4)=[N:22][C:21]=3[CH3:35])[CH3:19])[CH:15]=2)[CH:10]=[CH:9]1)(C)(C)C.[Li+].[OH-]. Given the product [CH3:35][C:21]1[N:22]=[C:23]([C:25]2[CH:26]=[CH:27][C:28]([C:31]([F:33])([F:34])[F:32])=[CH:29][CH:30]=2)[S:24][C:20]=1[C@H:18]([O:17][C:14]1[CH:15]=[C:16]2[C:11]([CH:10]=[CH:9][N:8]2[CH2:7][C:6]([OH:36])=[O:5])=[CH:12][CH:13]=1)[CH3:19], predict the reactants needed to synthesize it. (5) Given the product [Cl:3][C:21]1[C:16]2[C:13]3[CH2:14][CH2:15][C:7]4([CH2:11][C:12]=3[S:23][C:17]=2[N:18]=[CH:19][N:20]=1)[O:8][CH2:9][CH2:10][O:6]4, predict the reactants needed to synthesize it. The reactants are: O=P(Cl)(Cl)[Cl:3].[O:6]1[CH2:10][CH2:9][O:8][C:7]21[CH2:15][CH2:14][C:13]1[C:16]3[C:21](=O)[NH:20][CH:19]=[N:18][C:17]=3[S:23][C:12]=1[CH2:11]2.